Dataset: Full USPTO retrosynthesis dataset with 1.9M reactions from patents (1976-2016). Task: Predict the reactants needed to synthesize the given product. (1) Given the product [CH2:19]([N:8]([CH2:7][C:5]1[S:6][C:2]([C:31]2[CH:30]=[CH:29][C:28]([NH:27][S:24]([CH3:23])(=[O:25])=[O:26])=[CH:33][CH:32]=2)=[CH:3][CH:4]=1)[S:9]([CH2:12][C:13]1[CH:18]=[CH:17][CH:16]=[CH:15][CH:14]=1)(=[O:11])=[O:10])[CH:20]([CH3:22])[CH3:21], predict the reactants needed to synthesize it. The reactants are: Br[C:2]1[S:6][C:5]([CH2:7][N:8]([CH2:19][CH:20]([CH3:22])[CH3:21])[S:9]([CH2:12][C:13]2[CH:18]=[CH:17][CH:16]=[CH:15][CH:14]=2)(=[O:11])=[O:10])=[CH:4][CH:3]=1.[CH3:23][S:24]([NH:27][C:28]1[CH:33]=[CH:32][C:31](B(O)O)=[CH:30][CH:29]=1)(=[O:26])=[O:25].C([O-])(=O)C.[K+].C(=O)([O-])[O-].[Na+].[Na+]. (2) The reactants are: [CH:1]1([N:4]2[CH2:12][C:11]3[C:6](=[CH:7][CH:8]=[C:9]([N+:13]([O-])=O)[CH:10]=3)[C:5]2=[O:16])[CH2:3][CH2:2]1.[Sn](Cl)(Cl)(Cl)Cl. Given the product [NH2:13][C:9]1[CH:10]=[C:11]2[C:6](=[CH:7][CH:8]=1)[C:5](=[O:16])[N:4]([CH:1]1[CH2:3][CH2:2]1)[CH2:12]2, predict the reactants needed to synthesize it.